This data is from Reaction yield outcomes from USPTO patents with 853,638 reactions. The task is: Predict the reaction yield, written as a fraction of the theoretical maximum amount of product (1.0 means a 100% yield; for example, 0.34 means a 34% yield). (1) The reactants are CC(OC([NH:8][C:9]([N:18]1[CH2:23][CH2:22][CH:21]([C:24]([N:26]2[CH2:30][C@@H:29]([N:31]3[CH2:36][CH2:35][N:34]([S:37]([CH3:40])(=[O:39])=[O:38])[CH2:33][CH2:32]3)[CH2:28][C@H:27]2[C:41]([NH:43][C:44]2[CH:56]=[CH:55][C:47]([C:48]([O:50]C(C)(C)C)=[O:49])=[CH:46][CH:45]=2)=[O:42])=[O:25])[CH2:20][CH2:19]1)=[N:10]C(OC(C)(C)C)=O)=O)(C)C.[F:57][C:58]([F:63])([F:62])[C:59]([OH:61])=[O:60]. The catalyst is ClCCl. The product is [F:57][C:58]([F:63])([F:62])[C:59]([OH:61])=[O:60].[F:57][C:58]([F:63])([F:62])[C:59]([OH:61])=[O:60].[C:9]([N:18]1[CH2:19][CH2:20][CH:21]([C:24]([N:26]2[CH2:30][C@@H:29]([N:31]3[CH2:36][CH2:35][N:34]([S:37]([CH3:40])(=[O:39])=[O:38])[CH2:33][CH2:32]3)[CH2:28][C@H:27]2[C:41]([NH:43][C:44]2[CH:45]=[CH:46][C:47]([C:48]([OH:50])=[O:49])=[CH:55][CH:56]=2)=[O:42])=[O:25])[CH2:22][CH2:23]1)(=[NH:8])[NH2:10]. The yield is 0.400. (2) The reactants are [Cl:1][C:2]1[CH:7]=[CH:6][CH:5]=[CH:4][C:3]=1[C:8]1[C:9](=[O:27])[NH:10][C:11](=[O:26])[C:12]=1[C:13]1[C:21]2[C:16](=[N:17][CH:18]=[CH:19][CH:20]=2)[N:15]([CH2:22][CH2:23][CH2:24]O)[CH:14]=1.[N:28]1[CH:33]=CC=C[CH:29]=1.CS(OS(C)(=O)=O)(=O)=O.CNC. The catalyst is C1COCC1. The product is [Cl:1][C:2]1[CH:7]=[CH:6][CH:5]=[CH:4][C:3]=1[C:8]1[C:9](=[O:27])[NH:10][C:11](=[O:26])[C:12]=1[C:13]1[C:21]2[C:16](=[N:17][CH:18]=[CH:19][CH:20]=2)[N:15]([CH2:22][CH2:23][CH2:24][N:28]([CH3:33])[CH3:29])[CH:14]=1. The yield is 0.310. (3) The reactants are [NH2:1][C:2]1[N:7]=[CH:6][N:5]=[C:4]2[N:8]([CH:12]3[CH2:17][CH2:16][CH2:15][N:14]([C:18]([O:20][C:21]([CH3:24])([CH3:23])[CH3:22])=[O:19])[CH2:13]3)[N:9]=[C:10](I)[C:3]=12.[O:25]([C:32]1[CH:37]=[CH:36][C:35](B(O)O)=[CH:34][CH:33]=1)[C:26]1[CH:31]=[CH:30][CH:29]=[CH:28][CH:27]=1.C(=O)([O-])[O-].[Na+].[Na+]. The catalyst is O1CCOCC1.O.C1C=CC([P]([Pd]([P](C2C=CC=CC=2)(C2C=CC=CC=2)C2C=CC=CC=2)([P](C2C=CC=CC=2)(C2C=CC=CC=2)C2C=CC=CC=2)[P](C2C=CC=CC=2)(C2C=CC=CC=2)C2C=CC=CC=2)(C2C=CC=CC=2)C2C=CC=CC=2)=CC=1. The product is [NH2:1][C:2]1[N:7]=[CH:6][N:5]=[C:4]2[N:8]([CH:12]3[CH2:17][CH2:16][CH2:15][N:14]([C:18]([O:20][C:21]([CH3:24])([CH3:23])[CH3:22])=[O:19])[CH2:13]3)[N:9]=[C:10]([C:35]3[CH:36]=[CH:37][C:32]([O:25][C:26]4[CH:31]=[CH:30][CH:29]=[CH:28][CH:27]=4)=[CH:33][CH:34]=3)[C:3]=12. The yield is 0.640. (4) The reactants are Br[C:2]1[CH:7]=[CH:6][CH:5]=[CH:4][C:3]=1[Cl:8].[C:9]1(B(O)O)[CH:14]=[CH:13][CH:12]=[CH:11][CH:10]=1.[F-].[K+]. The catalyst is C1COCC1. The product is [Cl:8][C:3]1[CH:4]=[CH:5][CH:6]=[CH:7][C:2]=1[C:9]1[CH:14]=[CH:13][CH:12]=[CH:11][CH:10]=1. The yield is 0.930. (5) The reactants are [CH3:1][C:2]([CH3:5])([O-])[CH3:3].[K+].[CH2:7]([C:14]([C:16]1[CH:24]=[CH:23][C:21]([OH:22])=[C:18]([O:19][CH3:20])[CH:17]=1)=O)C1C=CC=CC=1.O1C[CH2:28][CH2:27][CH2:26]1. The catalyst is [Br-].C[P+](C1C=CC=CC=1)(C1C=CC=CC=1)C1C=CC=CC=1. The product is [CH:14]([C:16]1[CH:24]=[CH:23][C:21]([O:22][CH2:1][C:2]2[CH:5]=[CH:28][CH:27]=[CH:26][CH:3]=2)=[C:18]([O:19][CH3:20])[CH:17]=1)=[CH2:7]. The yield is 0.850. (6) The reactants are [CH3:1][O:2][CH:3]1[CH2:6][N:5](C(OC(C)(C)C)=O)[CH2:4]1.[C:14]([OH:20])([C:16]([F:19])([F:18])[F:17])=[O:15].C(Cl)Cl. No catalyst specified. The product is [F:17][C:16]([F:19])([F:18])[C:14]([OH:20])=[O:15].[CH3:1][O:2][CH:3]1[CH2:6][NH:5][CH2:4]1. The yield is 1.00. (7) The reactants are [Cl:1][C:2]1[C:10]2[C:5](=[CH:6][CH:7]=[C:8]([O:11][CH3:12])[CH:9]=2)[N:4]([C:13]2[CH:20]=[CH:19][C:16]([CH2:17][NH2:18])=[CH:15][CH:14]=2)[C:3]=1[C:21]1[N:25]=[C:24]([CH3:26])[O:23][N:22]=1.[F:27][C:28]([F:39])([F:38])[C:29]([NH:31][C:32]1([C:35](O)=[O:36])[CH2:34][CH2:33]1)=[O:30].C(Cl)CCl. The catalyst is ClCCl. The product is [Cl:1][C:2]1[C:10]2[C:5](=[CH:6][CH:7]=[C:8]([O:11][CH3:12])[CH:9]=2)[N:4]([C:13]2[CH:14]=[CH:15][C:16]([CH2:17][NH:18][C:35]([C:32]3([NH:31][C:29](=[O:30])[C:28]([F:27])([F:38])[F:39])[CH2:33][CH2:34]3)=[O:36])=[CH:19][CH:20]=2)[C:3]=1[C:21]1[N:25]=[C:24]([CH3:26])[O:23][N:22]=1. The yield is 0.650.